This data is from Reaction yield outcomes from USPTO patents with 853,638 reactions. The task is: Predict the reaction yield, written as a fraction of the theoretical maximum amount of product (1.0 means a 100% yield; for example, 0.34 means a 34% yield). (1) The reactants are [F:1][C:2]1[CH:3]=[C:4]([OH:9])[CH:5]=[C:6]([F:8])[CH:7]=1.I[CH2:11][CH3:12].C(=O)([O-])[O-].[K+].[K+]. The catalyst is CC(C)=O. The product is [CH2:11]([O:9][C:4]1[CH:3]=[C:2]([F:1])[CH:7]=[C:6]([F:8])[CH:5]=1)[CH3:12]. The yield is 0.630. (2) The reactants are [OH-].[Na+].[N+:3]([C:6]1[CH:7]=[C:8]2[C:12](=[CH:13][CH:14]=1)[NH:11][N:10]=[CH:9]2)([O-:5])=[O:4].[O-][Cl:16].[Na+].Cl. The catalyst is O. The product is [Cl:16][C:9]1[C:8]2[C:12](=[CH:13][CH:14]=[C:6]([N+:3]([O-:5])=[O:4])[CH:7]=2)[NH:11][N:10]=1. The yield is 0.920. (3) The reactants are [C:1]([C:5]1[N:13]=[C:12]2[C:8]([N:9]=[CH:10][NH:11]2)=[C:7](Cl)[N:6]=1)([CH3:4])([CH3:3])[CH3:2].[NH:15]1[CH2:19][CH2:18][CH:17]([O:20][C:21](=[O:23])[CH3:22])[CH2:16]1.CCN(CC)CC. The catalyst is CCO. The product is [C:1]([C:5]1[N:13]=[C:12]2[C:8]([N:9]=[CH:10][NH:11]2)=[C:7]([N:15]2[CH2:19][CH2:18][CH:17]([O:20][C:21](=[O:23])[CH3:22])[CH2:16]2)[N:6]=1)([CH3:4])([CH3:3])[CH3:2]. The yield is 0.630. (4) The reactants are C(O[C:4]([C:6]1[CH:11]=[CH:10][C:9]([O:12][CH2:13][C:14]2[C:15]([C:21]3[CH:26]=[CH:25][C:24]([F:27])=[CH:23][CH:22]=3)=[N:16][O:17][C:18]=2[CH2:19][OH:20])=[CH:8][N:7]=1)=[O:5])C.[NH2:28][CH:29]1[CH2:34][CH2:33][O:32][CH2:31][CH2:30]1. No catalyst specified. The product is [O:32]1[CH2:33][CH2:34][CH:29]([NH:28][C:4]([C:6]2[CH:11]=[CH:10][C:9]([O:12][CH2:13][C:14]3[C:15]([C:21]4[CH:22]=[CH:23][C:24]([F:27])=[CH:25][CH:26]=4)=[N:16][O:17][C:18]=3[CH2:19][OH:20])=[CH:8][N:7]=2)=[O:5])[CH2:30][CH2:31]1. The yield is 0.100. (5) The reactants are [CH3:1][O:2][C:3]1[C:4](=[O:32])[C:5]([CH3:31])=[C:6]([CH2:12][C:13]2[C:14]([O:27]C(=O)C)=[C:15]([CH:24]=[CH:25][CH:26]=2)[C:16]([N:18]2[CH2:23][CH2:22][CH2:21][CH2:20][CH2:19]2)=[O:17])[C:7](=[O:11])[C:8]=1[O:9][CH3:10].C(=O)([O-])O.[Na+]. The catalyst is CO.O. The product is [CH3:1][O:2][C:3]1[C:4](=[O:32])[C:5]([CH3:31])=[C:6]([CH2:12][C:13]2[C:14]([OH:27])=[C:15]([CH:24]=[CH:25][CH:26]=2)[C:16]([N:18]2[CH2:19][CH2:20][CH2:21][CH2:22][CH2:23]2)=[O:17])[C:7](=[O:11])[C:8]=1[O:9][CH3:10]. The yield is 0.380. (6) The reactants are [Br:1][C:2]1[CH:3]=[C:4]([C:9]2[O:10][C:11]([C:14]3[CH:19]=[CH:18][CH:17]=[CH:16][CH:15]=3)=[N:12][N:13]=2)[C:5]([NH2:8])=[N:6][CH:7]=1.[CH3:20][C:21]([O:24][C:25](O[C:25]([O:24][C:21]([CH3:23])([CH3:22])[CH3:20])=[O:26])=[O:26])([CH3:23])[CH3:22]. The catalyst is C(Cl)Cl.C1COCC1.CN(C1C=CN=CC=1)C. The product is [Br:1][C:2]1[CH:3]=[C:4]([C:9]2[O:10][C:11]([C:14]3[CH:19]=[CH:18][CH:17]=[CH:16][CH:15]=3)=[N:12][N:13]=2)[C:5]([N:8]([C:25]([O:24][C:21]([CH3:23])([CH3:22])[CH3:20])=[O:26])[C:25](=[O:26])[O:24][C:21]([CH3:23])([CH3:22])[CH3:20])=[N:6][CH:7]=1. The yield is 0.840.